From a dataset of Reaction yield outcomes from USPTO patents with 853,638 reactions. Predict the reaction yield, written as a fraction of the theoretical maximum amount of product (1.0 means a 100% yield; for example, 0.34 means a 34% yield). The reactants are [F:1][C:2]1[CH:7]=[CH:6][C:5]([C:8]2[N:9]=[C:10]([C:13]([CH3:17])([CH3:16])[CH2:14][NH2:15])[S:11][CH:12]=2)=[CH:4][CH:3]=1.[F:18][C:19]([F:35])([F:34])[C:20]1[O:24][N:23]=[C:22]([C:25]2[CH:26]=[C:27]([CH:31]=[CH:32][CH:33]=2)[C:28](O)=[O:29])[N:21]=1.Cl.CN(C)CCCN=C=NCC.ON1C2C=CC=CC=2N=N1.C(N(C(C)C)CC)(C)C. The catalyst is ClCCl. The product is [F:1][C:2]1[CH:3]=[CH:4][C:5]([C:8]2[N:9]=[C:10]([C:13]([CH3:17])([CH3:16])[CH2:14][NH:15][C:28](=[O:29])[C:27]3[CH:31]=[CH:32][CH:33]=[C:25]([C:22]4[N:21]=[C:20]([C:19]([F:35])([F:34])[F:18])[O:24][N:23]=4)[CH:26]=3)[S:11][CH:12]=2)=[CH:6][CH:7]=1. The yield is 0.600.